From a dataset of Full USPTO retrosynthesis dataset with 1.9M reactions from patents (1976-2016). Predict the reactants needed to synthesize the given product. (1) Given the product [C:1]([O:5][C:6]([N:8]1[CH2:12][CH2:11][C:10]([C:15](=[O:54])[N:16]([C:17]2[CH:25]=[C:24]3[C:20]([C:21]([C:45]4[CH:50]=[CH:49][N:48]=[C:47]([CH:51]5[CH2:52][CH2:53]5)[CH:46]=4)=[N:22][N:23]3[C:26]([C:27]3[CH:32]=[CH:31][CH:30]=[CH:29][CH:28]=3)([C:33]3[CH:34]=[CH:35][CH:36]=[CH:37][CH:38]=3)[C:39]3[CH:44]=[CH:43][CH:42]=[CH:41][CH:40]=3)=[CH:19][CH:18]=2)[CH3:57])([O:13][CH3:14])[CH2:9]1)=[O:7])([CH3:4])([CH3:2])[CH3:3], predict the reactants needed to synthesize it. The reactants are: [C:1]([O:5][C:6]([N:8]1[CH2:12][CH2:11][C:10]([C:15](=[O:54])[NH:16][C:17]2[CH:25]=[C:24]3[C:20]([C:21]([C:45]4[CH:50]=[CH:49][N:48]=[C:47]([CH:51]5[CH2:53][CH2:52]5)[CH:46]=4)=[N:22][N:23]3[C:26]([C:39]3[CH:44]=[CH:43][CH:42]=[CH:41][CH:40]=3)([C:33]3[CH:38]=[CH:37][CH:36]=[CH:35][CH:34]=3)[C:27]3[CH:32]=[CH:31][CH:30]=[CH:29][CH:28]=3)=[CH:19][CH:18]=2)([O:13][CH3:14])[CH2:9]1)=[O:7])([CH3:4])([CH3:3])[CH3:2].[H-].[Na+].[CH2:57]1COCC1. (2) Given the product [Br:9][C:10]1[CH:19]=[C:14]2[C:13]([CH:20]=[C:18]([C:28]3[CH:27]=[CH:24][CH:23]=[C:22]([Cl:21])[CH:29]=3)[NH:17][C:15]2=[O:16])=[CH:12][CH:11]=1, predict the reactants needed to synthesize it. The reactants are: C([N-]C(C)C)(C)C.[Li+].[Br:9][C:10]1[CH:11]=[CH:12][C:13]([CH3:20])=[C:14]([CH:19]=1)[C:15]([NH:17][CH3:18])=[O:16].[Cl:21][C:22]1[CH:23]=[C:24]([CH:27]=[CH:28][CH:29]=1)C#N.[NH4+].[Cl-]. (3) Given the product [Br:1][C:2]1[CH:14]=[CH:13][C:12]2[C:11]3[C:6](=[CH:7][C:8]([Br:15])=[CH:9][CH:10]=3)[C:5]([CH2:34][CH2:28][CH2:29][CH2:30][CH2:31][CH2:32][CH2:27][CH3:33])([CH2:16][CH2:17][CH2:18][CH2:19][CH2:20][CH2:21][CH2:22][CH3:23])[C:4]=2[CH:3]=1, predict the reactants needed to synthesize it. The reactants are: [Br:1][C:2]1[CH:14]=[CH:13][C:12]2[C:11]3[C:6](=[CH:7][C:8]([Br:15])=[CH:9][CH:10]=3)[CH2:5][C:4]=2[CH:3]=1.[CH2:16](Br)[CH2:17][CH2:18][CH2:19][CH2:20][CH2:21][CH2:22][CH3:23].[OH-].[Na+].[C:27]1([CH3:33])[CH:32]=[CH:31][CH:30]=[CH:29][CH:28]=1.[CH3:34]S(C)=O. (4) Given the product [Cl:8][C:5]1[CH:6]=[CH:7][C:2]2[NH:1][C:20](=[O:27])[C@@H:21]([CH2:23][C:24]([OH:26])=[O:25])[S:22][C@H:9]([C:11]3[CH:16]=[CH:15][CH:14]=[C:13]([O:17][CH3:18])[C:12]=3[Cl:19])[C:3]=2[CH:4]=1, predict the reactants needed to synthesize it. The reactants are: [NH2:1][C:2]1[CH:7]=[CH:6][C:5]([Cl:8])=[CH:4][C:3]=1[CH:9]([C:11]1[CH:16]=[CH:15][CH:14]=[C:13]([O:17][CH3:18])[C:12]=1[Cl:19])O.[C:20](O)(=[O:27])[CH:21]([CH2:23][C:24]([OH:26])=[O:25])[SH:22].[OH-].[Na+].O.[OH-].[Li+].